Task: Regression. Given a peptide amino acid sequence and an MHC pseudo amino acid sequence, predict their binding affinity value. This is MHC class I binding data.. Dataset: Peptide-MHC class I binding affinity with 185,985 pairs from IEDB/IMGT (1) The peptide sequence is YFLRRLALV. The MHC is HLA-A30:01 with pseudo-sequence HLA-A30:01. The binding affinity (normalized) is 0.321. (2) The peptide sequence is STIALLIGV. The MHC is HLA-A24:02 with pseudo-sequence HLA-A24:02. The binding affinity (normalized) is 0. (3) The peptide sequence is AVMLVHTYY. The MHC is HLA-B15:01 with pseudo-sequence HLA-B15:01. The binding affinity (normalized) is 0.470. (4) The peptide sequence is IDETCEHEY. The MHC is HLA-A29:02 with pseudo-sequence HLA-A29:02. The binding affinity (normalized) is 0.265. (5) The peptide sequence is LYSFALMLI. The MHC is HLA-A24:02 with pseudo-sequence HLA-A24:02. The binding affinity (normalized) is 0.778. (6) The peptide sequence is QFVDINRNNK. The MHC is HLA-A31:01 with pseudo-sequence HLA-A31:01. The binding affinity (normalized) is 0.860. (7) The peptide sequence is MRDNWRSELY. The MHC is Mamu-B17 with pseudo-sequence Mamu-B17. The binding affinity (normalized) is 0.410. (8) The binding affinity (normalized) is 0.547. The peptide sequence is CEARIELVV. The MHC is H-2-Kk with pseudo-sequence YHSYYRNIAGNIFVNTAYFRYEYYTWADDAYTWY. (9) The peptide sequence is RLRYNLCKY. The MHC is HLA-A31:01 with pseudo-sequence HLA-A31:01. The binding affinity (normalized) is 0.219.